Dataset: Catalyst prediction with 721,799 reactions and 888 catalyst types from USPTO. Task: Predict which catalyst facilitates the given reaction. (1) Reactant: [C:1]([C:3]1[CH:8]=[CH:7][C:6]([N:9]2[C:17]3[C:12](=[CH:13][C:14]([NH:18][C:19]4[CH:28]=[CH:27][C:26]([CH:29]5[CH2:31][CH2:30]5)=[CH:25][C:20]=4[C:21]([O:23]C)=[O:22])=[CH:15][CH:16]=3)[CH:11]=[CH:10]2)=[CH:5][CH:4]=1)#[N:2].[OH-].[Na+].[O:34]1CCCC1.Cl. Product: [C:1]([C:3]1[CH:4]=[CH:5][C:6]([N:9]2[C:17]3[C:12](=[CH:13][C:14]([NH:18][C:19]4[CH:28]=[CH:27][C:26]([CH:29]5[CH2:31][CH2:30]5)=[CH:25][C:20]=4[C:21]([OH:23])=[O:22])=[CH:15][CH:16]=3)[CH:11]=[CH:10]2)=[CH:7][CH:8]=1)#[N:2].[C:1]([C:3]1[CH:4]=[CH:5][C:6]([N:9]2[C:17]3[C:12](=[CH:13][C:14]([NH:18][C:19]4[CH:28]=[CH:27][C:26]([CH:29]5[CH2:31][CH2:30]5)=[CH:25][C:20]=4[C:21]([OH:23])=[O:22])=[CH:15][CH:16]=3)[CH:11]=[CH:10]2)=[CH:7][CH:8]=1)(=[O:34])[NH2:2]. The catalyst class is: 97. (2) Reactant: [C:1]([O:9][CH2:10][C@@H:11]1[C@@H:15]([O:16][C:17](=[O:24])[C:18]2[CH:23]=[CH:22][CH:21]=[CH:20][CH:19]=2)[C@:14]([F:26])([CH3:25])[C@H:13](O)[O:12]1)(=[O:8])[C:2]1[CH:7]=[CH:6][CH:5]=[CH:4][CH:3]=1.C1C=CC(P(C2C=CC=CC=2)C2C=CC=CC=2)=CC=1.C1C(=O)N([Cl:54])C(=O)C1. Product: [C:1]([O:9][CH2:10][C@@H:11]1[C@@H:15]([O:16][C:17](=[O:24])[C:18]2[CH:23]=[CH:22][CH:21]=[CH:20][CH:19]=2)[C@:14]([F:26])([CH3:25])[C@@H:13]([Cl:54])[O:12]1)(=[O:8])[C:2]1[CH:7]=[CH:6][CH:5]=[CH:4][CH:3]=1. The catalyst class is: 2. (3) Reactant: [C:1]([O:5][C:6](=[O:34])[CH2:7][N:8]1[C:16]2[C:11](=[CH:12][C:13]([Cl:17])=[CH:14][CH:15]=2)[C:10]2([C:21](=[O:22])[N:20]([CH2:23][C:24]3[CH:29]=[C:28]([Cl:30])[CH:27]=[CH:26][C:25]=3[F:31])[C:19](=[O:32])[NH:18]2)[C:9]1=[O:33])([CH3:4])([CH3:3])[CH3:2].[C:35]([O-])([O-])=O.[K+].[K+].IC. The catalyst class is: 18. Product: [C:1]([O:5][C:6](=[O:34])[CH2:7][N:8]1[C:16]2[C:11](=[CH:12][C:13]([Cl:17])=[CH:14][CH:15]=2)[C:10]2([C:21](=[O:22])[N:20]([CH2:23][C:24]3[CH:29]=[C:28]([Cl:30])[CH:27]=[CH:26][C:25]=3[F:31])[C:19](=[O:32])[N:18]2[CH3:35])[C:9]1=[O:33])([CH3:4])([CH3:2])[CH3:3]. (4) Reactant: [N:1]1[CH:6]=[CH:5][CH:4]=[CH:3][C:2]=1[C:7]1[CH:8]=[N:9][NH:10][C:11]=1[NH2:12].[Cl:13][C:14]1[CH:19]=[CH:18][C:17]([C:20](=O)[CH2:21][C:22](OC)=[O:23])=[CH:16][CH:15]=1. Product: [Cl:13][C:14]1[CH:15]=[CH:16][C:17]([C:20]2[NH:12][C:11]3[N:10]([N:9]=[CH:8][C:7]=3[C:2]3[CH:3]=[CH:4][CH:5]=[CH:6][N:1]=3)[C:22](=[O:23])[CH:21]=2)=[CH:18][CH:19]=1. The catalyst class is: 52.